Predict which catalyst facilitates the given reaction. From a dataset of Catalyst prediction with 721,799 reactions and 888 catalyst types from USPTO. (1) Reactant: [Cl-].[Li+].[CH3:3][O:4][C:5](=[O:29])[C:6]1[CH:11]=[C:10]([Sn](CCC)(CCC)CCC)[CH:9]=[C:8]([C:22]2[CH:27]=[CH:26][C:25]([CH3:28])=[CH:24][N:23]=2)[CH:7]=1.[CH:30]([C:33]1[C:34](OS(C(F)(F)F)(=O)=O)=[N:35][S:36][N:37]=1)([CH3:32])[CH3:31]. Product: [CH3:3][O:4][C:5](=[O:29])[C:6]1[CH:7]=[C:8]([C:22]2[CH:27]=[CH:26][C:25]([CH3:28])=[CH:24][N:23]=2)[CH:9]=[C:10]([C:34]2[C:33]([CH:30]([CH3:32])[CH3:31])=[N:37][S:36][N:35]=2)[CH:11]=1. The catalyst class is: 123. (2) Reactant: C1(P(C2C=CC=CC=2)C2C=CC=CC=2)C=CC=CC=1.N([C:27]([O:29][CH2:30][CH3:31])=O)=N[C:27]([O:29][CH2:30][CH3:31])=O.[CH3:32][O:33][C:34]1[C:39]([CH3:40])=[CH:38][C:37]([C:41]2[O:42][C:43]3[N:44]=[C:45]([S:51][CH3:52])[N:46]=[C:47]([OH:50])[C:48]=3[N:49]=2)=[CH:36][C:35]=1[CH3:53].O1CC(O)C1. Product: [CH3:32][O:33][C:34]1[C:35]([CH3:53])=[CH:36][C:37]([C:41]2[O:42][C:43]3[N:44]=[C:45]([S:51][CH3:52])[N:46]=[C:47]([O:50][CH:31]4[CH2:30][O:29][CH2:27]4)[C:48]=3[N:49]=2)=[CH:38][C:39]=1[CH3:40]. The catalyst class is: 571. (3) The catalyst class is: 5. Reactant: [ClH:1].O1CCOCC1.OC(C(F)(F)F)=O.[N:15]1[CH:20]=[CH:19][CH:18]=[C:17]([O:21][CH2:22][CH:23]2[CH2:28][N:27](C(OC(C)(C)C)=O)[CH2:26][CH2:25][N:24]2[C:36]([O:38][C:39]2[CH:44]=[CH:43][C:42]([F:45])=[CH:41][CH:40]=2)=[O:37])[CH:16]=1. Product: [ClH:1].[ClH:1].[N:15]1[CH:20]=[CH:19][CH:18]=[C:17]([O:21][CH2:22][CH:23]2[CH2:28][NH:27][CH2:26][CH2:25][N:24]2[C:36]([O:38][C:39]2[CH:40]=[CH:41][C:42]([F:45])=[CH:43][CH:44]=2)=[O:37])[CH:16]=1. (4) Reactant: [CH2:1]([O:8][C:9]1[C:14](=[O:15])[N:13]2[CH:16]=[C:17]([CH3:19])[S:18][C:12]2=[N:11][C:10]=1[C:20](O)=[O:21])[C:2]1[CH:7]=[CH:6][CH:5]=[CH:4][CH:3]=1.Cl.[NH2:24][CH2:25][C:26](=[O:35])[CH2:27][C:28]1[CH:33]=[CH:32][C:31]([F:34])=[CH:30][CH:29]=1.CCN=C=NCCCN(C)C.Cl.C1C=CC2N(O)N=NC=2C=1.C(=O)(O)[O-].[Na+]. Product: [F:34][C:31]1[CH:30]=[CH:29][C:28]([CH2:27][C:26](=[O:35])[CH2:25][NH:24][C:20]([C:10]2[N:11]=[C:12]3[S:18][C:17]([CH3:19])=[CH:16][N:13]3[C:14](=[O:15])[C:9]=2[O:8][CH2:1][C:2]2[CH:3]=[CH:4][CH:5]=[CH:6][CH:7]=2)=[O:21])=[CH:33][CH:32]=1. The catalyst class is: 1. (5) Reactant: [CH3:1][C:2]([C:5]1[NH:13][C:8]2=[N:9][CH:10]=[CH:11][CH:12]=[C:7]2[CH:6]=1)([CH3:4])[CH3:3].C(Cl)Cl.ClC1C=CC=C(C(OO)=[O:25])C=1.C(=O)([O-])[O-].[K+].[K+]. Product: [CH3:4][C:2]([C:5]1[NH:13][C:8]2=[N+:9]([O-:25])[CH:10]=[CH:11][CH:12]=[C:7]2[CH:6]=1)([CH3:1])[CH3:3]. The catalyst class is: 13. (6) Reactant: C(=O)([O-])[O-].[K+].[K+].[N:7]1[CH:12]=[CH:11][CH:10]=[C:9]([NH:13][C:14]([N:16]2[CH2:19][CH:18]([O:20][C:21]3[CH:26]=[CH:25][C:24]([C:27]4[CH:32]=[CH:31][CH:30]=[C:29]([OH:33])[CH:28]=4)=[CH:23][N:22]=3)[CH2:17]2)=[O:15])[CH:8]=1.[CH3:34][O:35][CH2:36][CH2:37]Br. Product: [N:7]1[CH:12]=[CH:11][CH:10]=[C:9]([NH:13][C:14]([N:16]2[CH2:19][CH:18]([O:20][C:21]3[CH:26]=[CH:25][C:24]([C:27]4[CH:32]=[CH:31][CH:30]=[C:29]([O:33][CH2:37][CH2:36][O:35][CH3:34])[CH:28]=4)=[CH:23][N:22]=3)[CH2:17]2)=[O:15])[CH:8]=1. The catalyst class is: 3. (7) Reactant: [CH2:1]([O:8][C:9](=[O:16])[C@H:10]([CH2:12][CH:13]([CH3:15])[CH3:14])[NH2:11])[C:2]1[CH:7]=[CH:6][CH:5]=[CH:4][CH:3]=1.Cl[C:18](Cl)([O:20]C(=O)OC(Cl)(Cl)Cl)Cl.C(N(CC)CC)C. Product: [N:11]([CH:10]([CH2:12][CH:13]([CH3:14])[CH3:15])[C:9]([O:8][CH2:1][C:2]1[CH:7]=[CH:6][CH:5]=[CH:4][CH:3]=1)=[O:16])=[C:18]=[O:20]. The catalyst class is: 2.